From a dataset of Forward reaction prediction with 1.9M reactions from USPTO patents (1976-2016). Predict the product of the given reaction. (1) Given the reactants Cl[CH2:2][CH2:3][CH2:4][CH2:5][CH:6]([C:14]1[NH:18][N:17]=[C:16]([NH:19][C:20]2[CH:25]=[CH:24][C:23]([C:26]3[O:30][N:29]=[C:28]([CH3:31])[CH:27]=3)=[C:22]([O:32][CH3:33])[CH:21]=2)[N:15]=1)[C:7]1[CH:12]=[CH:11][C:10]([F:13])=[CH:9][CH:8]=1.C(=O)([O-])[O-].[K+].[K+].[I-].[K+], predict the reaction product. The product is: [F:13][C:10]1[CH:11]=[CH:12][C:7]([CH:6]2[CH2:5][CH2:4][CH2:3][CH2:2][N:18]3[N:17]=[C:16]([NH:19][C:20]4[CH:25]=[CH:24][C:23]([C:26]5[O:30][N:29]=[C:28]([CH3:31])[CH:27]=5)=[C:22]([O:32][CH3:33])[CH:21]=4)[N:15]=[C:14]23)=[CH:8][CH:9]=1. (2) Given the reactants C[N:2](C(ON1N=NC2C=CC=NC1=2)=[N+](C)C)C.F[P-](F)(F)(F)(F)F.[CH:25]([O:28][C:29]1[C:34]([NH:35][C:36]2[C:37]3[C:44]([CH3:45])=[C:43]([C:46]([OH:48])=O)[S:42][C:38]=3[N:39]=[CH:40][N:41]=2)=[CH:33][CH:32]=[CH:31][N:30]=1)([CH3:27])[CH3:26].CCN(C(C)C)C(C)C.N.CO, predict the reaction product. The product is: [CH:25]([O:28][C:29]1[C:34]([NH:35][C:36]2[C:37]3[C:44]([CH3:45])=[C:43]([C:46]([NH2:2])=[O:48])[S:42][C:38]=3[N:39]=[CH:40][N:41]=2)=[CH:33][CH:32]=[CH:31][N:30]=1)([CH3:26])[CH3:27]. (3) Given the reactants [F:1][C:2]([F:11])([F:10])[C:3]1[CH:4]=[C:5]([SH:9])[CH:6]=[CH:7][CH:8]=1.C(=O)([O-])[O-].[K+].[K+].[Cl:18][C:19]1[C:20](F)=[CH:21][C:22]([F:45])=[C:23]([S:25]([N:28]([CH2:34][C:35]2[CH:40]=[CH:39][C:38]([O:41][CH3:42])=[CH:37][C:36]=2[O:43][CH3:44])[C:29]2[S:30][CH:31]=[N:32][N:33]=2)(=[O:27])=[O:26])[CH:24]=1, predict the reaction product. The product is: [Cl:18][C:19]1[C:20]([S:9][C:5]2[CH:6]=[CH:7][CH:8]=[C:3]([C:2]([F:1])([F:10])[F:11])[CH:4]=2)=[CH:21][C:22]([F:45])=[C:23]([S:25]([N:28]([CH2:34][C:35]2[CH:40]=[CH:39][C:38]([O:41][CH3:42])=[CH:37][C:36]=2[O:43][CH3:44])[C:29]2[S:30][CH:31]=[N:32][N:33]=2)(=[O:26])=[O:27])[CH:24]=1. (4) Given the reactants OC1C(=O)N=C(CC2(C3C4C(=CC=CC=4)C=CC=3)CCCC2)N2CCNC(=O)C=12.C([O:37][C:38]1[C:43](=[O:44])[N:42]=[C:41]([CH2:45][C:46]2([C:51]3[C:60]4[C:55](=[CH:56][CH:57]=[CH:58][CH:59]=4)[CH:54]=[CH:53][CH:52]=3)[CH2:50][CH2:49][CH2:48][CH2:47]2)[N:40]2[CH2:61][CH2:62][N:63]([CH3:66])[C:64](=[O:65])[C:39]=12)C1C=CC=CC=1, predict the reaction product. The product is: [OH:37][C:38]1[C:43](=[O:44])[N:42]=[C:41]([CH2:45][C:46]2([C:51]3[C:60]4[C:55](=[CH:56][CH:57]=[CH:58][CH:59]=4)[CH:54]=[CH:53][CH:52]=3)[CH2:50][CH2:49][CH2:48][CH2:47]2)[N:40]2[CH2:61][CH2:62][N:63]([CH3:66])[C:64](=[O:65])[C:39]=12. (5) Given the reactants N([C:10]([CH3:16])([CH3:15])[C:11]([O:13][CH3:14])=[O:12])=N[C:3]([CH3:9])([CH3:8])[C:4]([O:6][CH3:7])=[O:5].[CH2:17]([C:19]([CH3:21])=[O:20])[CH3:18].[CH:22](O)(C)[CH3:23], predict the reaction product. The product is: [C:4]([O:6][CH3:7])(=[O:5])[C:3]([CH3:9])=[CH2:8].[C:11]([O:13][CH2:14][CH2:22][O:20][CH3:19])(=[O:12])[CH:10]=[CH2:16].[C:11]([O:13][CH2:14][C:18]1[CH:23]=[CH:22][CH:21]=[CH:19][CH:17]=1)(=[O:12])[C:10]([CH3:15])=[CH2:16].[C:4]([OH:6])(=[O:5])[C:3]([CH3:9])=[CH2:8]. (6) Given the reactants [CH3:1][C:2]1[N:7]=[C:6]([NH2:8])[CH:5]=[CH:4][CH:3]=1.[CH2:9]([O:11][C:12]([N:14]=[C:15]=[S:16])=[O:13])[CH3:10], predict the reaction product. The product is: [CH2:9]([O:11][C:12]([NH:14][C:15](=[S:16])[NH:8][C:6]1[CH:5]=[CH:4][CH:3]=[C:2]([CH3:1])[N:7]=1)=[O:13])[CH3:10]. (7) The product is: [CH:1]([O:4][C:5]([N:7]1[CH:12]([CH2:13][CH3:14])[CH2:11][CH:10]([N:15]([CH2:23][C:24]2[CH:29]=[C:28]([C:30]([F:33])([F:31])[F:32])[CH:27]=[C:26]([Cl:34])[CH:25]=2)[C:16]2[N:21]=[CH:20][C:19]([O:22][CH2:45][CH2:44][S:43][CH3:42])=[CH:18][N:17]=2)[CH2:9][CH:8]1[CH2:35][C:36]1[CH:37]=[CH:38][CH:39]=[CH:40][CH:41]=1)=[O:6])([CH3:2])[CH3:3]. Given the reactants [CH:1]([O:4][C:5]([N:7]1[CH:12]([CH2:13][CH3:14])[CH2:11][CH:10]([N:15]([CH2:23][C:24]2[CH:29]=[C:28]([C:30]([F:33])([F:32])[F:31])[CH:27]=[C:26]([Cl:34])[CH:25]=2)[C:16]2[N:21]=[CH:20][C:19]([OH:22])=[CH:18][N:17]=2)[CH2:9][CH:8]1[CH2:35][C:36]1[CH:41]=[CH:40][CH:39]=[CH:38][CH:37]=1)=[O:6])([CH3:3])[CH3:2].[CH3:42][S:43][CH2:44][CH2:45]O.C1(P(C2C=CC=CC=2)C2C=CC=CC=2)C=CC=CC=1.CCOC(/N=N/C(OCC)=O)=O, predict the reaction product. (8) Given the reactants [CH2:1]([OH:7])[CH2:2][CH2:3][CH2:4][CH2:5][OH:6].[C:8](Cl)([C:21]1[CH:26]=[CH:25][CH:24]=[CH:23][CH:22]=1)([C:15]1[CH:20]=[CH:19][CH:18]=[CH:17][CH:16]=1)[C:9]1[CH:14]=[CH:13][CH:12]=[CH:11][CH:10]=1, predict the reaction product. The product is: [C:8]([O:6][CH2:5][CH2:4][CH2:3][CH2:2][CH2:1][OH:7])([C:9]1[CH:14]=[CH:13][CH:12]=[CH:11][CH:10]=1)([C:21]1[CH:22]=[CH:23][CH:24]=[CH:25][CH:26]=1)[C:15]1[CH:16]=[CH:17][CH:18]=[CH:19][CH:20]=1.